Dataset: Catalyst prediction with 721,799 reactions and 888 catalyst types from USPTO. Task: Predict which catalyst facilitates the given reaction. (1) Reactant: C([N:8]1[CH2:13][CH2:12][N:11]([C:14]2[CH:23]=[CH:22][CH:21]=[CH:20][C:15]=2[C:16]([O:18][CH3:19])=[O:17])[CH2:10][CH2:9]1)C1C=CC=CC=1. Product: [N:11]1([C:14]2[CH:23]=[CH:22][CH:21]=[CH:20][C:15]=2[C:16]([O:18][CH3:19])=[O:17])[CH2:10][CH2:9][NH:8][CH2:13][CH2:12]1. The catalyst class is: 45. (2) Reactant: [C:1]([NH:5][C:6](=[O:35])[C:7]1[CH:12]=[CH:11][CH:10]=[C:9]([O:13][C:14]2[CH:19]=[CH:18][C:17]([NH:20][C:21]3[C:31]4[CH:30]=[C:29]([CH:32]=O)[CH2:28][CH2:27][NH:26][C:25]=4[N:24]=[CH:23][N:22]=3)=[CH:16][C:15]=2[Cl:34])[CH:8]=1)([CH3:4])([CH3:3])[CH3:2].[F:36][C:37]([F:41])([F:40])[CH2:38][NH2:39].C(O[BH-](OC(=O)C)OC(=O)C)(=O)C.[Na+]. The catalyst class is: 7. Product: [C:1]([NH:5][C:6](=[O:35])[C:7]1[CH:12]=[CH:11][CH:10]=[C:9]([O:13][C:14]2[CH:19]=[CH:18][C:17]([NH:20][C:21]3[C:31]4[CH:30]=[C:29]([CH2:32][NH:39][CH2:38][C:37]([F:41])([F:40])[F:36])[CH2:28][CH2:27][NH:26][C:25]=4[N:24]=[CH:23][N:22]=3)=[CH:16][C:15]=2[Cl:34])[CH:8]=1)([CH3:4])([CH3:2])[CH3:3]. (3) Reactant: [Br:1][C:2]1[CH:7]=[CH:6][C:5]([N:8]=[C:9]=[S:10])=[CH:4][CH:3]=1.[CH3:11][O:12][C:13](=[O:35])[CH2:14][CH2:15][C:16]1[CH:34]=[CH:33][C:19]([C:20]([NH:22][CH2:23][C@@H:24]([C:26]([O:28][C:29]([CH3:32])([CH3:31])[CH3:30])=[O:27])[NH2:25])=[O:21])=[CH:18][CH:17]=1. Product: [Br:1][C:2]1[CH:7]=[CH:6][C:5]([NH:8][C:9](=[S:10])[NH:25][C@H:24]([C:26]([O:28][C:29]([CH3:32])([CH3:31])[CH3:30])=[O:27])[CH2:23][NH:22][C:20](=[O:21])[C:19]2[CH:18]=[CH:17][C:16]([CH2:15][CH2:14][C:13]([O:12][CH3:11])=[O:35])=[CH:34][CH:33]=2)=[CH:4][CH:3]=1. The catalyst class is: 27. (4) Reactant: [Br:1][C:2]1[CH:7]=[CH:6][CH:5]=[C:4]([Br:8])[CH:3]=1.C([N-]C(C)C)(C)C.[Li+].[I:17]I. Product: [Br:1][C:2]1[CH:7]=[CH:6][CH:5]=[C:4]([Br:8])[C:3]=1[I:17]. The catalyst class is: 7. (5) Reactant: [NH2:1][C:2]1[CH:3]=[CH:4][C:5]([NH:8][C:9](=[O:11])[CH3:10])=[N:6][CH:7]=1.N1C=CC=CC=1.[F:18][C:19]1[C:27]([N+:28]([O-:30])=[O:29])=[CH:26][CH:25]=[C:24]([F:31])[C:20]=1[C:21](Cl)=[O:22]. Product: [C:9]([NH:8][C:5]1[N:6]=[CH:7][C:2]([NH:1][C:21](=[O:22])[C:20]2[C:24]([F:31])=[CH:25][CH:26]=[C:27]([N+:28]([O-:30])=[O:29])[C:19]=2[F:18])=[CH:3][CH:4]=1)(=[O:11])[CH3:10]. The catalyst class is: 7. (6) Reactant: [O:1]=[C:2]1[CH2:10][C:9]2[C:4](=[CH:5][C:6]([C:11]([C:13]3[CH:14]=[C:15]([NH:19][C:20]([C:22]4[N:23]([CH3:29])[N:24]=[C:25]([CH3:28])[C:26]=4[Cl:27])=[O:21])[CH:16]=[CH:17][CH:18]=3)=[O:12])=[CH:7][CH:8]=2)[NH:3]1.[CH:30](OCC)=[O:31].[O-]CC.[Na+].Cl. Product: [OH:31][CH:30]=[C:10]1[C:9]2[C:4](=[CH:5][C:6]([C:11]([C:13]3[CH:14]=[C:15]([NH:19][C:20]([C:22]4[N:23]([CH3:29])[N:24]=[C:25]([CH3:28])[C:26]=4[Cl:27])=[O:21])[CH:16]=[CH:17][CH:18]=3)=[O:12])=[CH:7][CH:8]=2)[NH:3][C:2]1=[O:1]. The catalyst class is: 8. (7) Reactant: [F:1][C:2]1[CH:7]=[CH:6][C:5]([C:8]#[C:9][CH2:10][O:11][C:12]2[CH:17]=[CH:16][C:15]([C:18]3[N:26](COCC[Si](C)(C)C)[C:25]4[C:24](=[O:35])[N:23]([CH2:36][CH2:37][CH3:38])[CH:22]=[N:21][C:20]=4[N:19]=3)=[CH:14][CH:13]=2)=[CH:4][CH:3]=1.Cl. Product: [F:1][C:2]1[CH:7]=[CH:6][C:5]([C:8]#[C:9][CH2:10][O:11][C:12]2[CH:17]=[CH:16][C:15]([C:18]3[NH:26][C:25]4[C:24](=[O:35])[N:23]([CH2:36][CH2:37][CH3:38])[CH:22]=[N:21][C:20]=4[N:19]=3)=[CH:14][CH:13]=2)=[CH:4][CH:3]=1. The catalyst class is: 8.